From a dataset of Full USPTO retrosynthesis dataset with 1.9M reactions from patents (1976-2016). Predict the reactants needed to synthesize the given product. Given the product [C:12]([C:10]1[CH:9]=[CH:8][C:7]([O:16][CH3:17])=[C:6]([CH2:5][C:1]#[N:2])[CH:11]=1)([CH3:15])([CH3:14])[CH3:13], predict the reactants needed to synthesize it. The reactants are: [C-:1]#[N:2].[K+].Br[CH2:5][C:6]1[CH:11]=[C:10]([C:12]([CH3:15])([CH3:14])[CH3:13])[CH:9]=[CH:8][C:7]=1[O:16][CH3:17].COC(C)(C)C.